This data is from Forward reaction prediction with 1.9M reactions from USPTO patents (1976-2016). The task is: Predict the product of the given reaction. (1) Given the reactants [OH:1]O.[CH3:3][O:4][C:5]1[C:6]([C:11]2[N:19]3[C:14]([CH:15]=[N:16][C:17](SC)=[N:18]3)=[CH:13][CH:12]=2)=[N:7][CH:8]=[CH:9][CH:10]=1.[OH-].[Na+].O, predict the reaction product. The product is: [CH3:3][O:4][C:5]1[C:6]([C:11]2[N:19]3[C:14]([CH:15]=[N:16][C:17]([OH:1])=[N:18]3)=[CH:13][CH:12]=2)=[N:7][CH:8]=[CH:9][CH:10]=1. (2) The product is: [Br:1][CH2:2][CH2:3][O:4][C:5]1[CH:10]=[CH:9][C:8]([CH2:11][C:12]([OH:14])=[O:13])=[CH:7][CH:6]=1. Given the reactants [Br:1][CH2:2][CH2:3][O:4][C:5]1[CH:10]=[CH:9][C:8]([CH2:11][C:12]([O:14]C)=[O:13])=[CH:7][CH:6]=1.CO.[OH-].[Na+], predict the reaction product. (3) Given the reactants [C:1]([O:5][C:6](=[O:26])[CH2:7][N:8]1[C:16]2[C:11](=[CH:12][C:13]([CH2:17][CH2:18][C:19]3[N:24]=[CH:23][CH:22]=[CH:21][N:20]=3)=[CH:14][CH:15]=2)[C:10](Br)=[N:9]1)([CH3:4])([CH3:3])[CH3:2].C([Sn](CCCC)(CCCC)[C:32]([O:34]CC)=[CH2:33])CCC.O, predict the reaction product. The product is: [C:1]([O:5][C:6](=[O:26])[CH2:7][N:8]1[C:16]2[C:11](=[CH:12][C:13]([CH2:17][CH2:18][C:19]3[N:24]=[CH:23][CH:22]=[CH:21][N:20]=3)=[CH:14][CH:15]=2)[C:10]([C:32](=[O:34])[CH3:33])=[N:9]1)([CH3:4])([CH3:3])[CH3:2]. (4) Given the reactants [NH2:1][C:2]1[S:3][C@:4]2(/[CH:28]=[CH:29]/[C:30](OCC)=[O:31])[C@H:6]([C@:7]([C:11]3[CH:16]=[C:15]([NH:17][C:18](=[O:26])[C:19]4[CH:24]=[CH:23][C:22]([Cl:25])=[CH:21][N:20]=4)[CH:14]=[CH:13][C:12]=3[F:27])([CH2:9][F:10])[N:8]=1)[CH2:5]2.[BH4-].[Li+].CO, predict the reaction product. The product is: [NH2:1][C:2]1[S:3][C@:4]2([CH2:28][CH2:29][CH2:30][OH:31])[C@H:6]([C@:7]([C:11]3[CH:16]=[C:15]([NH:17][C:18](=[O:26])[C:19]4[CH:24]=[CH:23][C:22]([Cl:25])=[CH:21][N:20]=4)[CH:14]=[CH:13][C:12]=3[F:27])([CH2:9][F:10])[N:8]=1)[CH2:5]2.